This data is from TCR-epitope binding with 47,182 pairs between 192 epitopes and 23,139 TCRs. The task is: Binary Classification. Given a T-cell receptor sequence (or CDR3 region) and an epitope sequence, predict whether binding occurs between them. (1) The epitope is ELAGIGILTV. The TCR CDR3 sequence is CASRAGTEISGYGYTF. Result: 1 (the TCR binds to the epitope). (2) The epitope is ILGLPTQTV. The TCR CDR3 sequence is CSASPLTSYEQYF. Result: 1 (the TCR binds to the epitope).